This data is from Reaction yield outcomes from USPTO patents with 853,638 reactions. The task is: Predict the reaction yield, written as a fraction of the theoretical maximum amount of product (1.0 means a 100% yield; for example, 0.34 means a 34% yield). The reactants are C(N(CC)CCNC([C:9]1[CH:18]=[CH:17][C:16]2[C:11](=[CH:12][CH:13]=[C:14]([Sn:19]([CH2:28][CH2:29][CH2:30][CH3:31])([CH2:24][CH2:25][CH2:26][CH3:27])[CH2:20][CH2:21][CH2:22][CH3:23])[CH:15]=2)[N:10]=1)=O)C.[CH2:34]([N:36]([CH2:57][CH3:58])[CH2:37][CH2:38][NH:39][C:40]([C:42]1C2C(=CC3C(N=2)=CC=C(I)C=3)[CH:45]=[CH:44][CH:43]=1)=[O:41])[CH3:35]. No catalyst specified. The product is [CH2:57]([N:36]([CH2:34][CH3:35])[CH2:37][CH2:38][NH:39][C:40]([C:42]1[C:9]2[C:18](=[CH:17][C:16]3[C:11]([N:10]=2)=[CH:12][CH:13]=[C:14]([Sn:19]([CH2:24][CH2:25][CH2:26][CH3:27])([CH2:28][CH2:29][CH2:30][CH3:31])[CH2:20][CH2:21][CH2:22][CH3:23])[CH:15]=3)[CH:45]=[CH:44][CH:43]=1)=[O:41])[CH3:58]. The yield is 0.400.